This data is from NCI-60 drug combinations with 297,098 pairs across 59 cell lines. The task is: Regression. Given two drug SMILES strings and cell line genomic features, predict the synergy score measuring deviation from expected non-interaction effect. (1) Drug 1: C1C(C(OC1N2C=C(C(=O)NC2=O)F)CO)O. Drug 2: C1=NC2=C(N1)C(=S)N=CN2. Cell line: OVCAR3. Synergy scores: CSS=40.9, Synergy_ZIP=-1.50, Synergy_Bliss=-0.969, Synergy_Loewe=-0.506, Synergy_HSA=0.573. (2) Drug 1: CC1C(C(CC(O1)OC2CC(CC3=C2C(=C4C(=C3O)C(=O)C5=C(C4=O)C(=CC=C5)OC)O)(C(=O)C)O)N)O.Cl. Drug 2: CCN(CC)CCCC(C)NC1=C2C=C(C=CC2=NC3=C1C=CC(=C3)Cl)OC. Cell line: HCT-15. Synergy scores: CSS=33.8, Synergy_ZIP=8.87, Synergy_Bliss=9.99, Synergy_Loewe=9.31, Synergy_HSA=9.90. (3) Drug 1: CC1C(C(=O)NC(C(=O)N2CCCC2C(=O)N(CC(=O)N(C(C(=O)O1)C(C)C)C)C)C(C)C)NC(=O)C3=C4C(=C(C=C3)C)OC5=C(C(=O)C(=C(C5=N4)C(=O)NC6C(OC(=O)C(N(C(=O)CN(C(=O)C7CCCN7C(=O)C(NC6=O)C(C)C)C)C)C(C)C)C)N)C. Drug 2: CC1=C(C(=O)C2=C(C1=O)N3CC4C(C3(C2COC(=O)N)OC)N4)N. Cell line: HCT116. Synergy scores: CSS=64.5, Synergy_ZIP=-0.177, Synergy_Bliss=1.02, Synergy_Loewe=-1.22, Synergy_HSA=0.741.